From a dataset of Full USPTO retrosynthesis dataset with 1.9M reactions from patents (1976-2016). Predict the reactants needed to synthesize the given product. The reactants are: [C:1]([C:3]1[N:4]=[CH:5][N:6]2[C:15]=1[C@@H:14]([CH2:16][CH3:17])[N:13]([CH:18]1[CH2:22][CH2:21][CH2:20][CH2:19]1)[C:12]1[N:11]=[C:10]([NH:23][C:24]3[C:32]([O:33][CH3:34])=[CH:31][C:27]([C:28]([OH:30])=O)=[C:26]([F:35])[CH:25]=3)[N:9]=[CH:8][C:7]2=1)#[N:2].Cl.[CH2:37]([N:39]1[CH2:44][CH2:43][CH:42]([N:45]2[CH2:50][CH2:49][CH:48]([NH2:51])[CH2:47][CH2:46]2)[CH2:41][CH2:40]1)[CH3:38]. Given the product [C:1]([C:3]1[N:4]=[CH:5][N:6]2[C:15]=1[C@@H:14]([CH2:16][CH3:17])[N:13]([CH:18]1[CH2:19][CH2:20][CH2:21][CH2:22]1)[C:12]1[N:11]=[C:10]([NH:23][C:24]3[C:32]([O:33][CH3:34])=[CH:31][C:27]([C:28]([NH:51][CH:48]4[CH2:47][CH2:46][N:45]([CH:42]5[CH2:43][CH2:44][N:39]([CH2:37][CH3:38])[CH2:40][CH2:41]5)[CH2:50][CH2:49]4)=[O:30])=[C:26]([F:35])[CH:25]=3)[N:9]=[CH:8][C:7]2=1)#[N:2], predict the reactants needed to synthesize it.